This data is from Reaction yield outcomes from USPTO patents with 853,638 reactions. The task is: Predict the reaction yield, written as a fraction of the theoretical maximum amount of product (1.0 means a 100% yield; for example, 0.34 means a 34% yield). (1) The reactants are [CH3:1][N:2]([C:11]1[CH:12]=[CH:13][CH:14]=[C:15]2[C:19]=1[NH:18][C:17]([C:20]1[S:21][C:22]3([CH2:29][CH2:28][NH:27][CH2:26][CH2:25]3)[CH2:23][N:24]=1)=[CH:16]2)[S:3]([C:6]1[S:7][CH:8]=[CH:9][CH:10]=1)(=[O:5])=[O:4].[CH3:30][N:31]1[CH:35]=[CH:34][N:33]=[C:32]1[CH:36]=O.C(O[BH-](OC(=O)C)OC(=O)C)(=O)C.[Na+].O. The catalyst is O1CCCC1. The product is [CH3:1][N:2]([C:11]1[CH:12]=[CH:13][CH:14]=[C:15]2[C:19]=1[NH:18][C:17]([C:20]1[S:21][C:22]3([CH2:29][CH2:28][N:27]([CH2:36][C:32]4[N:31]([CH3:30])[CH:35]=[CH:34][N:33]=4)[CH2:26][CH2:25]3)[CH2:23][N:24]=1)=[CH:16]2)[S:3]([C:6]1[S:7][CH:8]=[CH:9][CH:10]=1)(=[O:4])=[O:5]. The yield is 0.120. (2) The reactants are [F:1][C:2]1[CH:7]=[CH:6][C:5]([F:8])=[CH:4][C:3]=1[CH:9]([S:20]([C:23]1[CH:28]=[CH:27][C:26]([F:29])=[CH:25][CH:24]=1)(=[O:22])=[O:21])[C:10]1[C:11]([CH3:19])=[CH:12][C:13]([C:16](O)=[O:17])=[N:14][CH:15]=1.Cl.[CH3:31][NH:32][CH3:33].ON1C2C=CC=CC=2N=N1.CN1CCOCC1.Cl.C(N=C=NCCCN(C)C)C. The catalyst is C(Cl)Cl.O. The product is [F:1][C:2]1[CH:7]=[CH:6][C:5]([F:8])=[CH:4][C:3]=1[CH:9]([S:20]([C:23]1[CH:24]=[CH:25][C:26]([F:29])=[CH:27][CH:28]=1)(=[O:22])=[O:21])[C:10]1[C:11]([CH3:19])=[CH:12][C:13]([C:16]([N:32]([CH3:33])[CH3:31])=[O:17])=[N:14][CH:15]=1. The yield is 0.690. (3) The catalyst is O1CCCC1. The yield is 0.630. The reactants are [I:1][C:2]1[C:10]2[C:5](=[N:6][CH:7]=[C:8]([C:11]3[CH:16]=[CH:15][CH:14]=[CH:13][CH:12]=3)[CH:9]=2)[NH:4][CH:3]=1.[H-].[Na+].[C:19]1([CH3:29])[CH:24]=[CH:23][C:22]([S:25](Cl)(=[O:27])=[O:26])=[CH:21][CH:20]=1. The product is [I:1][C:2]1[C:10]2[C:5](=[N:6][CH:7]=[C:8]([C:11]3[CH:16]=[CH:15][CH:14]=[CH:13][CH:12]=3)[CH:9]=2)[N:4]([S:25]([C:22]2[CH:23]=[CH:24][C:19]([CH3:29])=[CH:20][CH:21]=2)(=[O:27])=[O:26])[CH:3]=1. (4) The reactants are [C:1]([NH:4][C:5]1[C:10]([C:11]2[C:16]([CH3:17])=[CH:15][C:14]([O:18]CC3C=CC=CC=3)=[CH:13][C:12]=2[CH3:26])=[CH:9][C:8]([C:27]([O:29][CH2:30][CH3:31])=[O:28])=[CH:7][CH:6]=1)(=[O:3])[CH3:2]. The catalyst is [C].[Pd].C(O)C. The product is [C:1]([NH:4][C:5]1[C:10]([C:11]2[C:12]([CH3:26])=[CH:13][C:14]([OH:18])=[CH:15][C:16]=2[CH3:17])=[CH:9][C:8]([C:27]([O:29][CH2:30][CH3:31])=[O:28])=[CH:7][CH:6]=1)(=[O:3])[CH3:2]. The yield is 0.860. (5) The yield is 0.850. The product is [Br:12][C:10]1[CH:11]=[C:6]([O:4][CH2:2][CH3:3])[CH:7]=[N:8][CH:9]=1. The reactants are [Na].[CH2:2]([OH:4])[CH3:3].Br[C:6]1[CH:7]=[N:8][CH:9]=[C:10]([Br:12])[CH:11]=1.CN(C=O)C. The catalyst is O. (6) The reactants are [OH:1][C:2]([C:37]1[S:38][CH:39]=[CH:40][CH:41]=1)([C:32]1[S:33][CH:34]=[CH:35][CH:36]=1)[C:3]([O:5][C@H:6]1[CH2:11][CH2:10][C@H:9]([N:12]([CH2:14][CH2:15][C:16]([NH:18][C:19]2[CH:24]=[C:23]([O:25][CH3:26])[C:22](/[CH:27]=[CH:28]/[O:29]C)=[CH:21][C:20]=2[Cl:31])=[O:17])[CH3:13])[CH2:8][CH2:7]1)=[O:4].Cl. The product is [OH:1][C:2]([C:32]1[S:33][CH:34]=[CH:35][CH:36]=1)([C:37]1[S:38][CH:39]=[CH:40][CH:41]=1)[C:3]([O:5][C@H:6]1[CH2:7][CH2:8][C@H:9]([N:12]([CH2:14][CH2:15][C:16]([NH:18][C:19]2[CH:24]=[C:23]([O:25][CH3:26])[C:22]([CH2:27][CH:28]=[O:29])=[CH:21][C:20]=2[Cl:31])=[O:17])[CH3:13])[CH2:10][CH2:11]1)=[O:4]. No catalyst specified. The yield is 0.900. (7) The reactants are C[CH2:2][N:3]([CH:7]([CH3:9])[CH3:8])[CH:4]([CH3:6])C.[F:10][C:11]1[CH:12]=[C:13]([CH:25]=[C:26]([F:28])[CH:27]=1)[CH2:14][C:15]1[CH:16]=[C:17]2[C:21](=[CH:22][CH:23]=1)[NH:20][N:19]=[C:18]2[NH2:24].[CH3:29][CH2:30][O:31][C:32]([CH3:34])=O.[CH3:35][OH:36].[CH2:37]1[CH2:41][O:40][CH2:39][CH2:38]1. The yield is 0.450. The product is [F:10][C:11]1[CH:12]=[C:13]([CH:25]=[C:26]([F:28])[CH:27]=1)[CH2:14][C:15]1[CH:16]=[C:17]2[C:21](=[CH:22][CH:23]=1)[NH:20][N:19]=[C:18]2[NH:24][C:39](=[O:40])[C:38]1[CH:37]=[CH:41][C:35]([O:36][CH2:9][C@@H:7]2[CH2:8][CH2:6][CH2:4][N:3]2[CH3:2])=[CH:6][C:4]=1[NH:3][CH:2]1[CH2:34][CH2:32][O:31][CH2:30][CH2:29]1. No catalyst specified. (8) The reactants are C([O:3][C:4](=[O:36])[CH2:5][CH:6]1[O:10][B:9]([OH:11])[C:8]2[CH:12]=[C:13]([O:17][C:18]3[CH:23]=[CH:22][N:21]=[C:20]([NH:24][CH2:25][CH2:26][CH2:27][NH:28][C:29]([O:31][C:32]([CH3:35])([CH3:34])[CH3:33])=[O:30])[N:19]=3)[CH:14]=[C:15]([CH3:16])[C:7]1=2)C.[OH-].[Li+]. The catalyst is C1COCC1.O. The product is [C:32]([O:31][C:29]([NH:28][CH2:27][CH2:26][CH2:25][NH:24][C:20]1[N:19]=[C:18]([O:17][C:13]2[CH:14]=[C:15]([CH3:16])[C:7]3[CH:6]([CH2:5][C:4]([OH:36])=[O:3])[O:10][B:9]([OH:11])[C:8]=3[CH:12]=2)[CH:23]=[CH:22][N:21]=1)=[O:30])([CH3:34])([CH3:35])[CH3:33]. The yield is 0.740.